This data is from Reaction yield outcomes from USPTO patents with 853,638 reactions. The task is: Predict the reaction yield, written as a fraction of the theoretical maximum amount of product (1.0 means a 100% yield; for example, 0.34 means a 34% yield). (1) The reactants are [Br:1][C:2]1[CH:7]=[C:6]([CH3:8])[C:5]([CH:9]2[C:14](=[O:15])[CH2:13][CH:12]([C:16]3[CH:21]=[CH:20][CH:19]=[CH:18][N:17]=3)[CH2:11][C:10]2=[O:22])=[C:4]([CH3:23])[CH:3]=1.[C:24](=O)([O-])[O-].[K+].[K+].IC. The catalyst is CC(C)=O. The product is [Br:1][C:2]1[CH:3]=[C:4]([CH3:23])[C:5]([C:9]2[C:10](=[O:22])[CH2:11][CH:12]([C:16]3[CH:21]=[CH:20][CH:19]=[CH:18][N:17]=3)[CH2:13][C:14]=2[O:15][CH3:24])=[C:6]([CH3:8])[CH:7]=1. The yield is 0.960. (2) The reactants are [CH:1]1([NH:6][C:7]2[N:12]3[N:13]=[C:14]([C:23]4[CH:28]=[CH:27][C:26]([O:29][CH3:30])=[CH:25][CH:24]=4)[C:15]([C:16](=O)/[CH:17]=[CH:18]/N(C)C)=[C:11]3[CH:10]=[CH:9][CH:8]=2)[CH2:5][CH2:4][CH2:3][CH2:2]1.Cl.[CH:32]1([NH:37][C:38]([NH2:40])=[NH:39])[CH2:36][CH2:35][CH2:34][CH2:33]1.C(=O)([O-])[O-].[K+].[K+].O. The catalyst is CN(C)C=O. The product is [CH:1]1([NH:6][C:7]2[N:12]3[N:13]=[C:14]([C:23]4[CH:28]=[CH:27][C:26]([O:29][CH3:30])=[CH:25][CH:24]=4)[C:15]([C:16]4[CH:17]=[CH:18][N:40]=[C:38]([NH:37][CH:32]5[CH2:36][CH2:35][CH2:34][CH2:33]5)[N:39]=4)=[C:11]3[CH:10]=[CH:9][CH:8]=2)[CH2:2][CH2:3][CH2:4][CH2:5]1. The yield is 0.730. (3) The reactants are [CH:1]([C:3]([CH2:5][CH3:6])=[O:4])=[CH2:2].[CH2:7]=[CH:8][C:9](=[CH2:11])[CH3:10].Cl(O)(=O)(=O)=O.C([C@@H]1N[C@H](C2OC(C)=CC=2)N(C)C1=O)C1C=CC=CC=1. No catalyst specified. The product is [CH3:11][C:9]1[CH2:8][CH2:7][C@@H:1]([C:3](=[O:4])[CH2:5][CH3:6])[CH2:2][CH:10]=1. The yield is 0.790. (4) The reactants are [Br:1][C:2]1[CH:7]=[CH:6][C:5]([C:8](=O)[CH2:9][CH2:10][C:11]([C:13]2[CH:18]=[CH:17][C:16]([Br:19])=[CH:15][CH:14]=2)=O)=[CH:4][CH:3]=1.[C:21]([C:25]1[CH:31]=[CH:30][C:28]([NH2:29])=[CH:27][CH:26]=1)([CH3:24])([CH3:23])[CH3:22].C(O)(C(F)(F)F)=O.O. The catalyst is C1(C)C=CC=CC=1.C(OCC)C. The product is [Br:1][C:2]1[CH:7]=[CH:6][C:5]([C:8]2[N:29]([C:28]3[CH:30]=[CH:31][C:25]([C:21]([CH3:24])([CH3:23])[CH3:22])=[CH:26][CH:27]=3)[C:11]([C:13]3[CH:18]=[CH:17][C:16]([Br:19])=[CH:15][CH:14]=3)=[CH:10][CH:9]=2)=[CH:4][CH:3]=1. The yield is 0.900.